From a dataset of Forward reaction prediction with 1.9M reactions from USPTO patents (1976-2016). Predict the product of the given reaction. (1) Given the reactants [NH2:1][C:2]1[C:3]([C:7]2[NH:23][C:10]3=[CH:11][C:12]4[C:13]([CH3:22])([CH3:21])[C:14](=[O:20])[N:15]([CH2:18][CH3:19])[C:16]=4[CH:17]=[C:9]3[N:8]=2)=[N:4][NH:5][CH:6]=1.Cl[C:25]([O:27][CH2:28][C:29]([CH3:32])([CH3:31])[CH3:30])=[O:26], predict the reaction product. The product is: [CH3:30][C:29]([CH3:32])([CH3:31])[CH2:28][O:27][C:25](=[O:26])[NH:1][C:2]1[C:3]([C:7]2[NH:23][C:10]3=[CH:11][C:12]4[C:13]([CH3:22])([CH3:21])[C:14](=[O:20])[N:15]([CH2:18][CH3:19])[C:16]=4[CH:17]=[C:9]3[N:8]=2)=[N:4][NH:5][CH:6]=1. (2) The product is: [Cl:1][C:2]1[N:7]=[CH:6][C:5]([N:8]2[C:9](=[O:10])[C:11]3[N:12]=[CH:13][N:14]([CH2:26][CH3:27])[C:15]=3[N:16]=[C:17]2[CH2:18][CH:19]([CH3:24])[C:20]([F:23])([F:22])[F:21])=[CH:4][CH:3]=1. Given the reactants [Cl:1][C:2]1[N:7]=[CH:6][C:5]([NH:8][C:9]([C:11]2[N:12]=[CH:13][N:14]([CH2:26][CH3:27])[C:15]=2[NH:16][C:17](=O)[CH2:18][CH:19]([CH3:24])[C:20]([F:23])([F:22])[F:21])=[O:10])=[CH:4][CH:3]=1, predict the reaction product.